From a dataset of Full USPTO retrosynthesis dataset with 1.9M reactions from patents (1976-2016). Predict the reactants needed to synthesize the given product. (1) The reactants are: [CH3:1][NH:2][CH2:3][CH2:4][C:5]#[C:6][C:7]1[CH:12]=[CH:11][CH:10]=[CH:9][N:8]=1.[F:13][C:14]1[CH:15]=[C:16]([CH:20]=[CH:21][CH:22]=1)[C:17](Cl)=[O:18]. Given the product [F:13][C:14]1[CH:15]=[C:16]([CH:20]=[CH:21][CH:22]=1)[C:17]([N:2]([CH3:1])[CH2:3][CH2:4][C:5]#[C:6][C:7]1[CH:12]=[CH:11][CH:10]=[CH:9][N:8]=1)=[O:18], predict the reactants needed to synthesize it. (2) Given the product [CH2:27]([O:26][C:24]([C:23]1[N:22]=[CH:21][C:7]2[N:8]=[C:9]([C:11]3[CH:12]=[CH:13][C:14]([C:17]([F:20])([F:18])[F:19])=[CH:15][CH:16]=3)[S:10][C:6]=2[C:4]=1[OH:5])=[O:25])[CH3:28], predict the reactants needed to synthesize it. The reactants are: C(O[C:4]([C:6]1[S:10][C:9]([C:11]2[CH:16]=[CH:15][C:14]([C:17]([F:20])([F:19])[F:18])=[CH:13][CH:12]=2)=[N:8][C:7]=1[CH2:21][N:22](C(OC(C)(C)C)=O)[CH2:23][C:24]([O:26][CH2:27][CH3:28])=[O:25])=[O:5])C.CC([O-])(C)C.[K+]. (3) The reactants are: [CH3:1][O:2][C:3](=[O:19])[C:4]1[CH:9]=[C:8]([N:10]2[CH:15]=[CH:14][C:13]([CH3:16])=[CH:12][C:11]2=[O:17])[CH:7]=[C:6]([NH2:18])[CH:5]=1.[N-:20]=[N+:21]=[N-:22].[Na+].[CH:24](OCC)(OCC)OCC. Given the product [CH3:1][O:2][C:3](=[O:19])[C:4]1[CH:5]=[C:6]([N:18]2[CH:24]=[N:22][N:21]=[N:20]2)[CH:7]=[C:8]([N:10]2[CH:15]=[CH:14][C:13]([CH3:16])=[CH:12][C:11]2=[O:17])[CH:9]=1, predict the reactants needed to synthesize it. (4) Given the product [Cl:11][C:12]1[CH:19]=[CH:18][C:15]([CH2:16][N:3]2[C:4]3[CH:10]=[CH:9][CH:8]=[CH:7][C:5]=3[N:6]([CH2:16][C:15]3[CH:18]=[CH:19][C:12]([Cl:11])=[CH:13][CH:14]=3)[C:2]2=[NH:1])=[CH:14][CH:13]=1, predict the reactants needed to synthesize it. The reactants are: [NH2:1][C:2]1[NH:3][C:4]2[CH:10]=[CH:9][CH:8]=[CH:7][C:5]=2[N:6]=1.[Cl:11][C:12]1[CH:19]=[CH:18][C:15]([CH2:16]Cl)=[CH:14][CH:13]=1. (5) Given the product [CH2:9]([NH:16][C@H:7]1[CH2:6][CH2:5][O:4][CH2:3][C@H:2]1[CH3:1])[C:10]1[CH:15]=[CH:14][CH:13]=[CH:12][CH:11]=1, predict the reactants needed to synthesize it. The reactants are: [CH3:1][CH:2]1[C:7](=O)[CH2:6][CH2:5][O:4][CH2:3]1.[CH2:9]([NH2:16])[C:10]1[CH:15]=[CH:14][CH:13]=[CH:12][CH:11]=1.C(O[BH-](OC(=O)C)OC(=O)C)(=O)C.[Na+]. (6) Given the product [NH2:46][C@H:43]1[CH2:44][CH2:45][C@H:40]([CH2:39][O:22][CH2:21][C:20]2[C:15]3[C:14](=[O:23])[NH:13][C:12]([C:10]([NH:9][CH2:8][C:7]4[CH:24]=[CH:25][C:4]([F:3])=[C:5]([O:26][CH3:27])[CH:6]=4)=[O:11])=[N:17][C:16]=3[S:18][CH:19]=2)[CH2:41][CH2:42]1, predict the reactants needed to synthesize it. The reactants are: [H-].[Na+].[F:3][C:4]1[CH:25]=[CH:24][C:7]([CH2:8][NH:9][C:10]([C:12]2[NH:13][C:14](=[O:23])[C:15]3[C:20]([CH2:21][OH:22])=[CH:19][S:18][C:16]=3[N:17]=2)=[O:11])=[CH:6][C:5]=1[O:26][CH3:27].CC1C=CC(S(O[CH2:39][C@H:40]2[CH2:45][CH2:44][C@H:43]([NH:46]C(OC(C)(C)C)=O)[CH2:42][CH2:41]2)(=O)=O)=CC=1.N[C@H]1CC[C@H](COCC2C3C(=O)NC(C(NCC4C=CC=C(OC)C=4)=O)=NC=3SC=2)CC1. (7) Given the product [C:35]([N:32]1[CH2:31][CH2:30][CH:29]([NH:28][C:26]([C:22]2[C:18]3[N:19]=[CH:20][N:21]=[C:16]([C:8]4[CH:9]=[C:10]([F:15])[C:11]([O:13][CH3:14])=[CH:12][C:7]=4[O:6][CH2:5][CH:2]4[CH2:4][CH2:3]4)[C:17]=3[NH:24][C:23]=2[CH3:25])=[O:27])[CH2:34][CH2:33]1)(=[O:37])[CH3:36], predict the reactants needed to synthesize it. The reactants are: Cl.[CH:2]1([CH2:5][O:6][C:7]2[CH:12]=[C:11]([O:13][CH3:14])[C:10]([F:15])=[CH:9][C:8]=2[C:16]2[C:17]3[NH:24][C:23]([CH3:25])=[C:22]([C:26]([NH:28][CH:29]4[CH2:34][CH2:33][NH:32][CH2:31][CH2:30]4)=[O:27])[C:18]=3[N:19]=[CH:20][N:21]=2)[CH2:4][CH2:3]1.[C:35](Cl)(=[O:37])[CH3:36].